Dataset: Full USPTO retrosynthesis dataset with 1.9M reactions from patents (1976-2016). Task: Predict the reactants needed to synthesize the given product. Given the product [I:12][CH2:2][CH2:3][N:4]1[CH2:9][CH2:8][CH2:7][CH2:6][S:5]1(=[O:11])=[O:10], predict the reactants needed to synthesize it. The reactants are: Cl[CH2:2][CH2:3][N:4]1[CH2:9][CH2:8][CH2:7][CH2:6][S:5]1(=[O:11])=[O:10].[I-:12].[Na+].